This data is from Reaction yield outcomes from USPTO patents with 853,638 reactions. The task is: Predict the reaction yield, written as a fraction of the theoretical maximum amount of product (1.0 means a 100% yield; for example, 0.34 means a 34% yield). (1) The reactants are [CH3:1][O:2][CH2:3][CH:4]=O.[C:6]([O:10][C:11]([N:13]1[CH:22]([CH2:23][NH:24][CH:25]([C:34]([O:36][CH3:37])=[O:35])[CH2:26][C:27]2[CH:32]=[CH:31][C:30]([Cl:33])=[CH:29][CH:28]=2)[CH2:21][C:20]2[C:15](=[CH:16][CH:17]=[CH:18][CH:19]=2)[CH2:14]1)=[O:12])([CH3:9])([CH3:8])[CH3:7].C(O[BH-](OC(=O)C)OC(=O)C)(=O)C.[Na+].C(=O)C. The catalyst is C(#N)C. The product is [C:6]([O:10][C:11]([N:13]1[CH:22]([CH2:23][N:24]([CH:25]([C:34]([O:36][CH3:37])=[O:35])[CH2:26][C:27]2[CH:32]=[CH:31][C:30]([Cl:33])=[CH:29][CH:28]=2)[CH2:4][CH2:3][O:2][CH3:1])[CH2:21][C:20]2[C:15](=[CH:16][CH:17]=[CH:18][CH:19]=2)[CH2:14]1)=[O:12])([CH3:8])([CH3:9])[CH3:7]. The yield is 0.700. (2) The reactants are FC(F)(F)C1C=C(NC(=O)NC2C=CC(C3SC(CCC(O)=O)=NC=3)=CC=2)C=CC=1.[C:31]1([CH3:59])[CH:36]=[CH:35][CH:34]=[C:33]([NH:37][C:38](=[O:58])[NH:39][C:40]2[CH:45]=[CH:44][C:43]([C:46]3[O:50][C:49]([CH2:51][CH2:52][CH2:53][C:54]([O:56]C)=[O:55])=[N:48][N:47]=3)=[CH:42][CH:41]=2)[CH:32]=1. No catalyst specified. The product is [C:31]1([CH3:59])[CH:36]=[CH:35][CH:34]=[C:33]([NH:37][C:38](=[O:58])[NH:39][C:40]2[CH:45]=[CH:44][C:43]([C:46]3[O:50][C:49]([CH2:51][CH2:52][CH2:53][C:54]([OH:56])=[O:55])=[N:48][N:47]=3)=[CH:42][CH:41]=2)[CH:32]=1. The yield is 0.910. (3) The catalyst is C1COCC1. The product is [C:7]([O:11][C:12]([NH:14][C@@H:15]([CH2:19][O:20][CH2:2][CH3:3])[C:16]([OH:18])=[O:17])=[O:13])([CH3:10])([CH3:9])[CH3:8]. The reactants are I[CH2:2][CH3:3].C[O-].[Na+].[C:7]([O:11][C:12]([NH:14][C@@H:15]([CH2:19][OH:20])[C:16]([OH:18])=[O:17])=[O:13])([CH3:10])([CH3:9])[CH3:8]. The yield is 0.0900. (4) The reactants are [C:1]([Si:5]([CH3:8])([CH3:7])Cl)([CH3:4])([CH3:3])[CH3:2].[OH:9][C:10]1[CH:11]=[C:12]([CH:15]=[CH:16][CH:17]=1)[CH:13]=[O:14].N1C=CN=C1. The product is [C:1]([Si:5]([CH3:8])([CH3:7])[O:9][C:10]1[CH:11]=[C:12]([CH:15]=[CH:16][CH:17]=1)[CH:13]=[O:14])([CH3:4])([CH3:3])[CH3:2]. The yield is 0.540. The catalyst is C(Cl)(Cl)Cl. (5) The catalyst is O.C(OCC)(=O)C. The product is [O:13]1[C:17]2[CH:18]=[CH:19][C:20]([N:22]3[C:27](=[O:28])[C:26]([CH2:29][C:30]4[CH:35]=[CH:34][C:33]([C:36]5[CH:41]=[CH:40][CH:39]=[CH:38][C:37]=5[C:42]5[NH:3][C:4](=[O:7])[O:5][N:43]=5)=[CH:32][C:31]=4[F:44])=[C:25]([CH2:45][CH2:46][CH3:47])[N:24]=[C:23]3[CH3:48])=[CH:21][C:16]=2[CH2:15][CH2:14]1. The yield is 0.480. The reactants are [Cl-].O[NH3+:3].[C:4](=[O:7])([O-])[OH:5].[Na+].CS(C)=O.[O:13]1[C:17]2[CH:18]=[CH:19][C:20]([N:22]3[C:27](=[O:28])[C:26]([CH2:29][C:30]4[CH:35]=[CH:34][C:33]([C:36]5[C:37]([C:42]#[N:43])=[CH:38][CH:39]=[CH:40][CH:41]=5)=[CH:32][C:31]=4[F:44])=[C:25]([CH2:45][CH2:46][CH3:47])[N:24]=[C:23]3[CH3:48])=[CH:21][C:16]=2[CH2:15][CH2:14]1. (6) The yield is 0.180. The product is [CH:32]1([CH2:31][C:19]([C:21]2[CH:22]=[CH:23][C:24]([S:27][CH3:28])=[CH:25][CH:26]=2)([C:11]2[NH:10][C:14]3=[N:15][CH:16]=[CH:17][CH:18]=[C:13]3[CH:12]=2)[OH:20])[CH2:35][CH2:34][CH2:33]1. The catalyst is O1CCCC1.[Cl-].[Na+].O. The reactants are C1(S([N:10]2[C:14]3=[N:15][CH:16]=[CH:17][CH:18]=[C:13]3[CH:12]=[C:11]2[C:19]([C:21]2[CH:26]=[CH:25][C:24]([S:27][CH3:28])=[CH:23][CH:22]=2)=[O:20])(=O)=O)C=CC=CC=1.[Mg].Br[CH2:31][CH:32]1[CH2:35][CH2:34][CH2:33]1.II. (7) The reactants are [CH2:1]([N:8]1[CH2:12][CH2:11][NH:10][C:9]1=[N:13]C#N)[C:2]1[CH:7]=[CH:6][CH:5]=[CH:4][CH:3]=1.C(N1CCNC1=N)C1C=CC=CC=1.Br[C:30]1[S:31][C:32]([C:36]([NH:38][CH2:39][C:40]2[CH:45]=[CH:44][C:43]([F:46])=[CH:42][CH:41]=2)=[O:37])=[C:33]([CH3:35])[N:34]=1. No catalyst specified. The product is [CH2:1]([N:8]1[CH2:12][CH2:11][N:10]([C:30]2[S:31][C:32]([C:36]([NH:38][CH2:39][C:40]3[CH:45]=[CH:44][C:43]([F:46])=[CH:42][CH:41]=3)=[O:37])=[C:33]([CH3:35])[N:34]=2)[C:9]1=[NH:13])[C:2]1[CH:3]=[CH:4][CH:5]=[CH:6][CH:7]=1. The yield is 0.0700. (8) The reactants are [Br:1][C:2]1[CH:6]=[N:5][N:4]([CH3:7])[C:3]=1[C:8]1[CH:9]=[C:10]([NH2:23])[CH:11]=[CH:12][C:13]=1[O:14][CH2:15][CH2:16][N:17]1[CH2:22][CH2:21][CH2:20][CH2:19][CH2:18]1.Cl[C:25]1[O:26][C:27]2[CH:33]=[CH:32][CH:31]=[CH:30][C:28]=2[N:29]=1.CCN(C(C)C)C(C)C. The catalyst is C(O)(C)C. The product is [O:26]1[C:27]2[CH:33]=[CH:32][CH:31]=[CH:30][C:28]=2[N:29]=[C:25]1[NH:23][C:10]1[CH:11]=[CH:12][C:13]([O:14][CH2:15][CH2:16][N:17]2[CH2:18][CH2:19][CH2:20][CH2:21][CH2:22]2)=[C:8]([C:3]2[N:4]([CH3:7])[N:5]=[CH:6][C:2]=2[Br:1])[CH:9]=1. The yield is 0.184. (9) The reactants are Cl.CN(C)CCCN=C=NCC.[CH3:13][O:14][C:15]1[CH:23]=[CH:22][C:18]([C:19]([OH:21])=[O:20])=[CH:17][CH:16]=1.[Br:24][CH2:25][CH2:26][CH2:27]O. The catalyst is CN(C)C1C=CN=CC=1.ClCCl. The product is [CH3:13][O:14][C:15]1[CH:23]=[CH:22][C:18]([C:19]([O:21][CH2:27][CH2:26][CH2:25][Br:24])=[O:20])=[CH:17][CH:16]=1. The yield is 0.610.